This data is from HIV replication inhibition screening data with 41,000+ compounds from the AIDS Antiviral Screen. The task is: Binary Classification. Given a drug SMILES string, predict its activity (active/inactive) in a high-throughput screening assay against a specified biological target. (1) The drug is CN(C)c1ccc(C=C(C#N)c2ccc(Cl)cc2Cl)cc1. The result is 0 (inactive). (2) The compound is Nc1nc(Cl)c(N)c(NCC2(CO)CCC2)n1. The result is 0 (inactive). (3) The drug is O=[N+]([O-])c1ccc(C2=Nc3ccccc3S(=O)C(c3ccccc3)C2)cc1. The result is 0 (inactive). (4) The compound is CS(=O)(=O)O.O=c1c2ccccc2n2nnc3ccc(NCCCNCCNCCCNc4ccc5nnn6c7ccccc7c(=O)c4c56)c1c32. The result is 0 (inactive). (5) The drug is O=S1(=O)CCN(c2ccccc2CC(c2c[nH]c3ccccc23)c2c[nH]c3ccccc23)CC1. The result is 0 (inactive). (6) The drug is CC1CCCN2C(=O)CN(Cc3ccccc3)CC(=O)N12. The result is 0 (inactive). (7) The molecule is F.NC(CC(=O)O)C(=O)NC1Cc2ccccc2C1=O. The result is 0 (inactive). (8) The compound is CCOC(=O)c1cnn2c(SC)ncnc12. The result is 0 (inactive). (9) The molecule is COC(=O)C(CC(C)C)NC(=O)C(C)NC(=O)C(Cc1ccc(OCc2ccccc2)cc1)NC(=O)C(COCc1ccccc1)NC(=O)OC(C)(C)C. The result is 0 (inactive).